The task is: Predict the reaction yield, written as a fraction of the theoretical maximum amount of product (1.0 means a 100% yield; for example, 0.34 means a 34% yield).. This data is from Reaction yield outcomes from USPTO patents with 853,638 reactions. (1) The reactants are [C:1]1([C:7]2[O:11][N:10]=[C:9]([C:12]([O:14][CH2:15][CH3:16])=[O:13])[CH:8]=2)[CH:6]=[CH:5][CH:4]=[CH:3][CH:2]=1.[I:17]N1C(=O)CCC1=O. The catalyst is FC(F)(F)C(O)=O. The product is [I:17][C:8]1[C:9]([C:12]([O:14][CH2:15][CH3:16])=[O:13])=[N:10][O:11][C:7]=1[C:1]1[CH:2]=[CH:3][CH:4]=[CH:5][CH:6]=1. The yield is 0.970. (2) The reactants are Cl[CH2:2][CH2:3][C:4]([CH3:14])([CH3:13])[CH2:5][O:6][CH:7]1[CH2:12][CH2:11][CH2:10][CH2:9][O:8]1.[C:15]1(=[O:25])[NH:19][C:18](=[O:20])[C:17]2=[CH:21][CH:22]=[CH:23][CH:24]=[C:16]12.[K]. The catalyst is CN(C=O)C. The product is [CH3:13][C:4]([CH3:14])([CH2:5][O:6][CH:7]1[CH2:12][CH2:11][CH2:10][CH2:9][O:8]1)[CH2:3][CH2:2][N:19]1[C:15](=[O:25])[C:16]2[C:17](=[CH:21][CH:22]=[CH:23][CH:24]=2)[C:18]1=[O:20]. The yield is 0.558. (3) The reactants are [CH2:1]([O:8][NH:9][C:10](=[O:18])OC1C=CC=CC=1)[C:2]1[CH:7]=[CH:6][CH:5]=[CH:4][CH:3]=1.[N:19]1[CH:24]=[CH:23][CH:22]=[CH:21][C:20]=1[C:25]([NH2:28])([CH3:27])[CH3:26].C(N(CC)CC)C. The catalyst is O1CCCC1. The product is [CH2:1]([O:8][NH:9][C:10]([NH:28][C:25]([C:20]1[CH:21]=[CH:22][CH:23]=[CH:24][N:19]=1)([CH3:27])[CH3:26])=[O:18])[C:2]1[CH:3]=[CH:4][CH:5]=[CH:6][CH:7]=1. The yield is 0.630. (4) The reactants are [CH3:1][O:2][C:3]([C:5]1[S:6][C:7]([C:26]2[CH2:31][CH2:30][CH2:29][CH2:28][CH:27]=2)=[CH:8][C:9]=1[N:10]([C:17]([C@H:19]1[CH2:24][CH2:23][C@H:22]([CH3:25])[CH2:21][CH2:20]1)=[O:18])[CH:11]1[CH2:16][CH2:15][NH:14][CH2:13][CH2:12]1)=[O:4].I[CH2:33][CH:34]([F:36])[F:35].[H-].[Na+]. The catalyst is CN(C=O)C. The product is [CH3:1][O:2][C:3]([C:5]1[S:6][C:7]([C:26]2[CH2:31][CH2:30][CH2:29][CH2:28][CH:27]=2)=[CH:8][C:9]=1[N:10]([CH:11]1[CH2:16][CH2:15][N:14]([CH2:33][CH:34]([F:36])[F:35])[CH2:13][CH2:12]1)[C:17]([C@H:19]1[CH2:24][CH2:23][C@H:22]([CH3:25])[CH2:21][CH2:20]1)=[O:18])=[O:4]. The yield is 0.380. (5) The reactants are [Cl:1][C:2]1[CH:3]=[C:4]([C:8]2[N:9]([CH2:25][C:26]([NH:28][CH:29]([CH3:31])[CH3:30])=[O:27])[C:10](=[O:24])[C:11]3[C:16]([CH:17]=2)=[CH:15][CH:14]=[C:13]([O:18][CH2:19][C@@H:20]([CH3:23])[CH2:21][OH:22])[CH:12]=3)[CH:5]=[CH:6][CH:7]=1.C(N(CC)CC)C.[CH3:39][S:40](Cl)(=[O:42])=[O:41]. The catalyst is C(Cl)Cl.C(OCC)(=O)C. The product is [Cl:1][C:2]1[CH:3]=[C:4]([C:8]2[N:9]([CH2:25][C:26](=[O:27])[NH:28][CH:29]([CH3:31])[CH3:30])[C:10](=[O:24])[C:11]3[C:16]([CH:17]=2)=[CH:15][CH:14]=[C:13]([O:18][CH2:19][C@@H:20]([CH3:23])[CH2:21][O:22][S:40]([CH3:39])(=[O:42])=[O:41])[CH:12]=3)[CH:5]=[CH:6][CH:7]=1. The yield is 0.840. (6) The reactants are [F:1][C:2]1[CH:7]=[CH:6][C:5]([C:8]2[O:9][C:10]3[CH:21]=[C:20]([CH2:22][CH2:23][C:24](F)(F)F)[C:19]([O:28][CH:29]([CH3:31])[CH3:30])=[CH:18][C:11]=3[C:12]=2[C:13]([O:15][CH2:16][CH3:17])=[O:14])=[CH:4][CH:3]=1.BrC1C(OC(C)C)=CC2C(C(OCC)=O)=C(C3C=CC(F)=CC=3)OC=2C=1. No catalyst specified. The product is [F:1][C:2]1[CH:3]=[CH:4][C:5]([C:8]2[O:9][C:10]3[CH:21]=[C:20]([CH2:22][CH2:23][CH3:24])[C:19]([O:28][CH:29]([CH3:31])[CH3:30])=[CH:18][C:11]=3[C:12]=2[C:13]([O:15][CH2:16][CH3:17])=[O:14])=[CH:6][CH:7]=1. The yield is 0.880.